From a dataset of Forward reaction prediction with 1.9M reactions from USPTO patents (1976-2016). Predict the product of the given reaction. The product is: [CH3:1][O:2][C:3]1[CH:4]=[C:5]2[C:10](=[CH:11][C:12]=1[O:13][CH3:14])[N:9]=[CH:8][CH:7]=[C:6]2[N:15]1[CH2:21][C:20]2[CH:22]=[C:23]([C:26]3[CH:27]=[C:28]([NH2:33])[C:29]([NH2:32])=[N:30][CH:31]=3)[CH:24]=[CH:25][C:19]=2[O:18][CH2:17][CH2:16]1. Given the reactants [CH3:1][O:2][C:3]1[CH:4]=[C:5]2[C:10](=[CH:11][C:12]=1[O:13][CH3:14])[N:9]=[CH:8][CH:7]=[C:6]2[N:15]1[CH2:21][C:20]2[CH:22]=[C:23]([C:26]3[CH:27]=[C:28]([N+:33]([O-])=O)[C:29]([NH2:32])=[N:30][CH:31]=3)[CH:24]=[CH:25][C:19]=2[O:18][CH2:17][CH2:16]1, predict the reaction product.